This data is from Reaction yield outcomes from USPTO patents with 853,638 reactions. The task is: Predict the reaction yield, written as a fraction of the theoretical maximum amount of product (1.0 means a 100% yield; for example, 0.34 means a 34% yield). (1) The reactants are Cl[C:2]1[C:7]([C:8]([O:10]C)=O)=[CH:6][C:5](I)=[CH:4][N:3]=1.[F:13][C:14]1[CH:27]=[C:26]([F:28])[CH:25]=[CH:24][C:15]=1[O:16][C:17]1[CH:22]=[CH:21][C:20]([OH:23])=[CH:19][CH:18]=1.[NH2:29][CH:30]1[CH2:35]C[CH2:33][N:32]([C:36](OC(C)(C)C)=O)[CH2:31]1.[NH3:43].[N:44]#CBr. The catalyst is CO.Cl. The product is [C:36]([N:32]1[CH2:33][CH2:35][CH:30]([NH:29][C:5]2[CH:6]=[C:7]([C:8]([NH2:44])=[O:10])[C:2]([O:23][C:20]3[CH:19]=[CH:18][C:17]([O:16][C:15]4[CH:24]=[CH:25][C:26]([F:28])=[CH:27][C:14]=4[F:13])=[CH:22][CH:21]=3)=[N:3][CH:4]=2)[CH2:31]1)#[N:43]. The yield is 0.190. (2) The reactants are [Cl:1][C:2]1[CH:7]=[CH:6][C:5]([O:8][C:9]2[CH:14]=[CH:13][C:12]([CH2:15][CH2:16][N+:17]([O-])=O)=[CH:11][CH:10]=2)=[CH:4][C:3]=1[C:20]([F:23])([F:22])[F:21].[BH4-].[Na+]. The product is [Cl:1][C:2]1[CH:7]=[CH:6][C:5]([O:8][C:9]2[CH:14]=[CH:13][C:12]([CH2:15][CH2:16][NH2:17])=[CH:11][CH:10]=2)=[CH:4][C:3]=1[C:20]([F:21])([F:22])[F:23]. The catalyst is CO.O.O.O.O.O.O.[Ni](Cl)Cl. The yield is 0.514. (3) The reactants are C[O:2][C:3]([CH2:5][NH:6][C:7]([C:9]1[N:10]([CH3:33])[CH:11]=[C:12]([NH:14][C:15]([C:17]2[C:18]([C:23]3[CH:28]=[CH:27][C:26]([C:29]([F:32])([F:31])[F:30])=[CH:25][CH:24]=3)=[CH:19][CH:20]=[CH:21][CH:22]=2)=[O:16])[CH:13]=1)=[O:8])=[O:4].[OH-].[Na+].ClCCl.C(O)C. The catalyst is CO. The product is [OH:4][C:3]([CH2:5][NH:6][C:7]([C:9]1[N:10]([CH3:33])[CH:11]=[C:12]([NH:14][C:15]([C:17]2[C:18]([C:23]3[CH:24]=[CH:25][C:26]([C:29]([F:31])([F:30])[F:32])=[CH:27][CH:28]=3)=[CH:19][CH:20]=[CH:21][CH:22]=2)=[O:16])[CH:13]=1)=[O:8])=[O:2]. The yield is 0.770. (4) No catalyst specified. The product is [Cl:19][C:6]1[CH:5]=[C:4]([C:1](=[O:3])[CH3:2])[CH:9]=[N:8][C:7]=1[CH3:10]. The reactants are [C:1]([C:4]1[CH:5]=[C:6]([Cl:19])[C:7]([CH:10](C(OC)=O)C(OC)=O)=[N:8][CH:9]=1)(=[O:3])[CH3:2].Br. The yield is 0.630. (5) The reactants are [NH2:1][C:2]1[N:7]=[CH:6][C:5]([N:8]2[CH2:13][CH2:12][N:11]([C:14]([O:16][C:17]([CH3:20])([CH3:19])[CH3:18])=[O:15])[CH2:10][C@@H:9]2[CH3:21])=[CH:4][CH:3]=1.Br[C:23]1[C:24](=[O:31])[N:25]([CH3:30])[N:26]=[C:27]([Cl:29])[CH:28]=1.C([O-])([O-])=O.[Cs+].[Cs+]. The catalyst is C1C=CC(/C=C/C(/C=C/C2C=CC=CC=2)=O)=CC=1.C1C=CC(/C=C/C(/C=C/C2C=CC=CC=2)=O)=CC=1.C1C=CC(/C=C/C(/C=C/C2C=CC=CC=2)=O)=CC=1.[Pd].[Pd].CC1(C)C2C(=C(P(C3C=CC=CC=3)C3C=CC=CC=3)C=CC=2)OC2C(P(C3C=CC=CC=3)C3C=CC=CC=3)=CC=CC1=2.O1CCOCC1. The product is [Cl:29][C:27]1[CH:28]=[C:23]([NH:1][C:2]2[N:7]=[CH:6][C:5]([N:8]3[CH2:13][CH2:12][N:11]([C:14]([O:16][C:17]([CH3:20])([CH3:19])[CH3:18])=[O:15])[CH2:10][C@@H:9]3[CH3:21])=[CH:4][CH:3]=2)[C:24](=[O:31])[N:25]([CH3:30])[N:26]=1. The yield is 0.860.